From a dataset of Reaction yield outcomes from USPTO patents with 853,638 reactions. Predict the reaction yield, written as a fraction of the theoretical maximum amount of product (1.0 means a 100% yield; for example, 0.34 means a 34% yield). (1) The reactants are O[CH2:2][CH2:3][CH2:4][CH2:5][O:6][C:7]1[C:17]([O:18][CH2:19][CH2:20][CH2:21][CH2:22]O)=[C:16]([O:24][CH2:25][CH2:26][CH2:27][CH2:28][OH:29])[CH:15]=[CH:14][C:8]=1[CH:9]=[CH:10][C:11]([OH:13])=[O:12].[C:30](Cl)(=[O:33])[CH:31]=[CH2:32].CN(C)[C:37]1C=CC=C[CH:38]=1.O1CC[CH2:46][CH2:45]1. No catalyst specified. The product is [CH2:5]([O:6][C:7]1[C:17]([O:18][CH2:19][CH2:20][CH2:21][CH2:22][CH2:45][CH3:46])=[C:16]([O:24][CH2:25][CH2:26][CH2:27][CH2:28][O:29][C:30](=[O:33])[CH:31]=[CH2:32])[CH:15]=[CH:14][C:8]=1[CH:9]=[CH:10][C:11]([OH:13])=[O:12])[CH2:4][CH2:3][CH2:2][CH2:37][CH3:38]. The yield is 0.860. (2) The reactants are [CH2:1]([O:3][C:4](=[O:37])[C:5]([C:21](=[O:36])[C:22]1[CH:27]=[C:26]([F:28])[C:25]([F:29])=[C:24]([O:30][C:31]([F:34])([F:33])[F:32])[C:23]=1F)=[CH:6][NH:7][C:8]1[CH:13]=[CH:12][CH:11]=[C:10]([CH2:14][N:15]2[CH2:20][CH2:19][CH2:18][CH2:17][CH2:16]2)[CH:9]=1)[CH3:2].C([O-])([O-])=O.[K+].[K+].C1OCCOCCOCCOCCOCCOC1. The catalyst is C1COCC1. The product is [F:28][C:26]1[CH:27]=[C:22]2[C:23](=[C:24]([O:30][C:31]([F:32])([F:34])[F:33])[C:25]=1[F:29])[N:7]([C:8]1[CH:13]=[CH:12][CH:11]=[C:10]([CH2:14][N:15]3[CH2:20][CH2:19][CH2:18][CH2:17][CH2:16]3)[CH:9]=1)[CH:6]=[C:5]([C:4]([O:3][CH2:1][CH3:2])=[O:37])[C:21]2=[O:36]. The yield is 0.450. (3) The reactants are [Cl-].[Al+3].[Cl-].[Cl-].CC(C)CC([O:10][C:11]1[CH2:16][C:15]([CH3:18])([CH3:17])[CH2:14][C:13](=[O:19])[CH:12]=1)=O.Cl. The catalyst is ClCCl.[Cl-].[Na+].O. The product is [C:11]([OH:10])(=[C:12]1[C:11](=[O:10])[CH2:16][C:15]([CH3:17])([CH3:18])[CH2:14][C:13]1=[O:19])[CH2:16][CH:15]([CH3:17])[CH3:14]. The yield is 0.940.